Task: Predict the reaction yield, written as a fraction of the theoretical maximum amount of product (1.0 means a 100% yield; for example, 0.34 means a 34% yield).. Dataset: Reaction yield outcomes from USPTO patents with 853,638 reactions (1) The reactants are [N:1]1[CH:6]=[CH:5][CH:4]=[C:3]([CH2:7][OH:8])[CH:2]=1.C1N=CN([C:14](N2C=NC=C2)=[O:15])C=1.C1CCN2C(=NCCC2)CC1.[C@H:32]12[CH2:38][C@H:35]([NH:36][CH2:37]1)[CH2:34][N:33]2[C:39]1[N:44]=[CH:43][C:42]([C:45]([O:47][CH2:48][CH3:49])=[O:46])=[CH:41][N:40]=1. The catalyst is C1COCC1.C(OCC)(=O)C. The product is [CH2:48]([O:47][C:45]([C:42]1[CH:41]=[N:40][C:39]([N:33]2[CH2:34][C@@H:35]3[CH2:38][C@H:32]2[CH2:37][N:36]3[C:14]([O:8][CH2:7][C:3]2[CH:2]=[N:1][CH:6]=[CH:5][CH:4]=2)=[O:15])=[N:44][CH:43]=1)=[O:46])[CH3:49]. The yield is 0.240. (2) The reactants are [Cl:1][C:2]1[CH:7]=[C:6]([NH2:8])[CH:5]=[CH:4][C:3]=1[NH:9][C:10]1[CH:15]=[CH:14][CH:13]=[CH:12][CH:11]=1.[C:16](N1C=CN=C1)(N1C=CN=C1)=[S:17]. The catalyst is ClCCl. The product is [Cl:1][C:2]1[CH:7]=[C:6]([N:8]=[C:16]=[S:17])[CH:5]=[CH:4][C:3]=1[NH:9][C:10]1[CH:15]=[CH:14][CH:13]=[CH:12][CH:11]=1. The yield is 0.590. (3) The reactants are CCN(CC)CC.[CH3:8][C:9]1[CH:10]=[N:11][CH:12]=[CH:13][C:14]=1[C:15]([OH:17])=O.CCN=C=NCCCN(C)C.C1C=CC2N(O)N=NC=2C=1.[CH3:39][NH:40][O:41][CH3:42].Cl. The catalyst is C(Cl)Cl. The product is [CH3:39][N:40]([O:41][CH3:42])[C:15]([C:14]1[CH:13]=[CH:12][N:11]=[CH:10][C:9]=1[CH3:8])=[O:17]. The yield is 0.630. (4) The reactants are [CH3:1][O:2][C:3](=[O:18])[CH2:4][C:5]1[C:13]2[C:8](=[CH:9][CH:10]=[CH:11][CH:12]=2)[N:7]([C:14]([O:16][CH3:17])=[O:15])[CH:6]=1.CN(C)P(=O)(N(C)C)N(C)C.C([N-]C(C)C)(C)C.[Li+].C1CCCCC1.[C:44]([O:48][C:49]([NH:51][CH2:52][CH2:53][CH2:54][CH2:55]I)=[O:50])([CH3:47])([CH3:46])[CH3:45]. The catalyst is O1CCCC1. The product is [CH3:1][O:2][C:3](=[O:18])[CH:4]([CH2:55][CH2:54][CH2:53][CH2:52][NH:51][C:49]([O:48][C:44]([CH3:45])([CH3:47])[CH3:46])=[O:50])[C:5]1[C:13]2[C:8](=[CH:9][CH:10]=[CH:11][CH:12]=2)[N:7]([C:14]([O:16][CH3:17])=[O:15])[CH:6]=1. The yield is 0.550. (5) The reactants are C([O:8][C:9]1[N:24]=[C:23]([C:25]2[CH:33]=[CH:32][C:31]3[N:30]4[CH2:34][CH:35]([NH:37][CH3:38])[CH2:36][C:29]4=[CH:28][C:27]=3[CH:26]=2)[C:22]([CH3:39])=[C:21]([O:40]CC2C=CC=CC=2)[C:10]=1[C:11]([O:13]CC1C=CC=CC=1)=[O:12])C1C=CC=CC=1.[ClH:48]. The catalyst is CO.[Pd]. The product is [ClH:48].[OH:40][C:21]1[C:22]([CH3:39])=[C:23]([C:25]2[CH:33]=[CH:32][C:31]3[N:30]4[CH2:34][CH:35]([NH:37][CH3:38])[CH2:36][C:29]4=[CH:28][C:27]=3[CH:26]=2)[NH:24][C:9](=[O:8])[C:10]=1[C:11]([OH:13])=[O:12]. The yield is 0.490. (6) The reactants are [CH3:1][N:2]([CH3:16])[CH2:3][CH2:4][N:5]1[C:13]2[C:8](=[CH:9][C:10]([NH2:14])=[CH:11][CH:12]=2)[CH:7]=[C:6]1[CH3:15].I.CS[C:20]([C:22]1[S:23][CH:24]=[CH:25][CH:26]=1)=[NH:21]. The catalyst is C(O)C.C([O-])(O)=O.[Na+]. The product is [CH3:1][N:2]([CH3:16])[CH2:3][CH2:4][N:5]1[C:13]2[C:8](=[CH:9][C:10]([NH:14][C:20]([C:22]3[S:23][CH:24]=[CH:25][CH:26]=3)=[NH:21])=[CH:11][CH:12]=2)[CH:7]=[C:6]1[CH3:15]. The yield is 0.780.